Dataset: Reaction yield outcomes from USPTO patents with 853,638 reactions. Task: Predict the reaction yield, written as a fraction of the theoretical maximum amount of product (1.0 means a 100% yield; for example, 0.34 means a 34% yield). (1) The reactants are [CH3:1][O:2][C:3]1[CH:4]=[C:5]2[C:10](=[CH:11][CH:12]=1)[C:9]([CH2:13][C:14]1[CH:19]=[CH:18][C:17]([O:20][CH2:21][CH2:22][N:23]3[CH2:28][CH2:27][CH2:26][CH2:25][CH2:24]3)=[CH:16][CH:15]=1)=[C:8](OS(C(F)(F)F)(=O)=O)[CH:7]=[CH:6]2.[F:37][C:38]1[CH:39]=[C:40](B(O)O)[CH:41]=[CH:42][CH:43]=1.[F-].[Cs+]. The catalyst is Cl[Pd](Cl)([P](C1C=CC=CC=1)(C1C=CC=CC=1)C1C=CC=CC=1)[P](C1C=CC=CC=1)(C1C=CC=CC=1)C1C=CC=CC=1. The product is [F:37][C:38]1[CH:43]=[C:42]([C:8]2[CH:7]=[CH:6][C:5]3[C:10](=[CH:11][CH:12]=[C:3]([O:2][CH3:1])[CH:4]=3)[C:9]=2[CH2:13][C:14]2[CH:19]=[CH:18][C:17]([O:20][CH2:21][CH2:22][N:23]3[CH2:28][CH2:27][CH2:26][CH2:25][CH2:24]3)=[CH:16][CH:15]=2)[CH:41]=[CH:40][CH:39]=1. The yield is 0.630. (2) The reactants are [CH3:1][C:2]1([CH3:49])[C:10]2=[CH:11][C:12]3[N:13]([C:31]4[CH:48]=[CH:47][C:46]5[C:45]6[C:40](=[CH:41][CH:42]=[CH:43][CH:44]=6)[C:39]6[C:34](=[CH:35][CH:36]=[CH:37][CH:38]=6)[C:33]=5[CH:32]=4)C4C([C:20]=3[CH:21]=[C:9]2[C:8]2[C:3]1=[CH:4][CH:5]=[CH:6][CH:7]=2)=CC(B1OC(C)(C)C(C)(C)O1)=CC=4.Cl[C:51]1[N:56]=[C:55]([C:57]2[CH:62]=[CH:61][CH:60]=[CH:59][CH:58]=2)[N:54]=[C:53]([C:63]2[CH:68]=[CH:67][CH:66]=[CH:65][CH:64]=2)[N:52]=1.C(=O)([O-])[O-].[Na+].[Na+].[C:75]1(C)[CH:80]=[CH:79][CH:78]=[CH:77][CH:76]=1. The catalyst is O1CCOCC1.C1C=CC([P]([Pd]([P](C2C=CC=CC=2)(C2C=CC=CC=2)C2C=CC=CC=2)([P](C2C=CC=CC=2)(C2C=CC=CC=2)C2C=CC=CC=2)[P](C2C=CC=CC=2)(C2C=CC=CC=2)C2C=CC=CC=2)(C2C=CC=CC=2)C2C=CC=CC=2)=CC=1.O. The product is [C:75]1([C:51]2[N:56]=[C:55]([C:57]3[CH:62]=[CH:61][CH:60]=[CH:59][CH:58]=3)[N:54]=[C:53]([C:63]3[CH:68]=[C:67]4[C:66](=[CH:65][CH:64]=3)[N:13]([C:31]3[CH:48]=[CH:47][C:46]5[C:45]6[C:40](=[CH:41][CH:42]=[CH:43][CH:44]=6)[C:39]6[C:34](=[CH:35][CH:36]=[CH:37][CH:38]=6)[C:33]=5[CH:32]=3)[C:12]3[CH:11]=[C:10]5[C:2]([CH3:49])([CH3:1])[C:3]6[C:8]([C:9]5=[CH:21][C:20]4=3)=[CH:7][CH:6]=[CH:5][CH:4]=6)[N:52]=2)[CH:80]=[CH:79][CH:78]=[CH:77][CH:76]=1. The yield is 0.820. (3) The reactants are C([O:3][C:4]([C:6]1[C:15](=[O:16])[C:14]2[C:9](=[C:10]([I:17])[CH:11]=[CH:12][CH:13]=2)[NH:8][CH:7]=1)=[O:5])C.Cl. The catalyst is [OH-].[Na+].O. The product is [I:17][C:10]1[CH:11]=[CH:12][CH:13]=[C:14]2[C:9]=1[NH:8][CH:7]=[C:6]([C:4]([OH:5])=[O:3])[C:15]2=[O:16]. The yield is 0.816. (4) The catalyst is C(Cl)Cl.CC([O-])C.CC([O-])C.CC([O-])C.CC([O-])C.[Ti+4].Cl[Ti](Cl)(Cl)Cl.O. The reactants are [CH3:1][C:2]1([CH3:32])[CH2:7][O:6][C:5]([CH2:15][S:16][CH2:17][C:18]([N:20]2[C@@H:24]([C:25]3[CH:30]=[CH:29][CH:28]=[CH:27][CH:26]=3)[CH2:23][O:22][C:21]2=[O:31])=[O:19])([C:8]2[CH:13]=[CH:12][C:11]([CH3:14])=[CH:10][CH:9]=2)[O:4][CH2:3]1.[F:33][C:34]1[CH:39]=[CH:38][C:37]([N:40]=[CH:41][C:42]2[CH:56]=[CH:55][C:45]([O:46][CH2:47][C:48]([O:50][C:51]([CH3:54])([CH3:53])[CH3:52])=[O:49])=[CH:44][CH:43]=2)=[CH:36][CH:35]=1.C(N(C(C)C)C(C)C)C.C(O)(C)C. The yield is 0.740. The product is [CH3:1][C:2]1([CH3:32])[CH2:3][O:4][C:5]([CH2:15][S:16][C@@H:17]([C:18](=[O:19])[N:20]2[C@@H:24]([C:25]3[CH:26]=[CH:27][CH:28]=[CH:29][CH:30]=3)[CH2:23][O:22][C:21]2=[O:31])[C@H:41]([C:42]2[CH:56]=[CH:55][C:45]([O:46][CH2:47][C:48]([O:50][C:51]([CH3:52])([CH3:53])[CH3:54])=[O:49])=[CH:44][CH:43]=2)[NH:40][C:37]2[CH:36]=[CH:35][C:34]([F:33])=[CH:39][CH:38]=2)([C:8]2[CH:13]=[CH:12][C:11]([CH3:14])=[CH:10][CH:9]=2)[O:6][CH2:7]1. (5) The reactants are [F:1][C:2]([F:13])([F:12])[C:3]1[CH:11]=[CH:10][C:6]([C:7](Cl)=[O:8])=[CH:5][CH:4]=1.C([N:16]([CH2:19]C)[CH2:17][CH3:18])C.[OH-].[Na+].Cl.[N:24]1C=[CH:28][CH:27]=[CH:26][CH:25]=1. No catalyst specified. The product is [NH:16]1[C:17]2[CH2:18][CH2:28][CH2:27][CH2:26][C:25]=2[N:24]=[C:19]1[C:7]([C:6]1[CH:10]=[CH:11][C:3]([C:2]([F:13])([F:12])[F:1])=[CH:4][CH:5]=1)=[O:8]. The yield is 0.700. (6) The reactants are [O:1]1[CH2:3][C@@H:2]1[CH2:4][N:5]1[C:13](=[O:14])[C:12]2[C:7](=[CH:8][CH:9]=[CH:10][CH:11]=2)[C:6]1=[O:15].[N:16]([C:19]1[CH:24]=[CH:23][C:22]([N:25]2[CH2:30][CH2:29][O:28][CH2:27][C:26]2=[O:31])=[CH:21][CH:20]=1)=[C:17]=[O:18].[Br-].[Li+]. The catalyst is ClC1C=CC=CC=1Cl. The product is [O:18]=[C:17]1[N:16]([C:19]2[CH:24]=[CH:23][C:22]([N:25]3[CH2:30][CH2:29][O:28][CH2:27][C:26]3=[O:31])=[CH:21][CH:20]=2)[CH2:3][C@H:2]([CH2:4][N:5]2[C:13](=[O:14])[C:12]3[C:7](=[CH:8][CH:9]=[CH:10][CH:11]=3)[C:6]2=[O:15])[O:1]1. The yield is 0.887. (7) The yield is 0.630. The reactants are N[C:2]1[CH:11]=[C:10]2[C:5]([CH2:6][CH2:7][NH:8][C:9]2=[O:12])=[CH:4][CH:3]=1.[BrH:13].N([O-])=O.[Na+]. The product is [Br:13][C:2]1[CH:11]=[C:10]2[C:5]([CH2:6][CH2:7][NH:8][C:9]2=[O:12])=[CH:4][CH:3]=1. The catalyst is C(#N)C.O. (8) The reactants are [OH:1][C:2]1[CH:11]=[C:10]2[C:5]([C:6]([O:12][C:13]3[CH:14]=[C:15]4[C:19](=[CH:20][CH:21]=3)[NH:18][CH:17]=[CH:16]4)=[N:7][CH:8]=[N:9]2)=[CH:4][C:3]=1[O:22][CH3:23].C(=O)([O-])[O-].[K+].[K+].CC1C=CC(S(O[CH2:41][C@@H:42]2[O:44][CH2:43]2)(=O)=O)=CC=1. The catalyst is CC(N(C)C)=O. The product is [NH:18]1[C:19]2[C:15](=[CH:14][C:13]([O:12][C:6]3[C:5]4[C:10](=[CH:11][C:2]([O:1][CH2:41][C@H:42]5[CH2:43][O:44]5)=[C:3]([O:22][CH3:23])[CH:4]=4)[N:9]=[CH:8][N:7]=3)=[CH:21][CH:20]=2)[CH:16]=[CH:17]1. The yield is 0.530.